From a dataset of Catalyst prediction with 721,799 reactions and 888 catalyst types from USPTO. Predict which catalyst facilitates the given reaction. (1) Reactant: [Si]([O:8][CH2:9][C:10]1[C:11]([F:30])=[C:12]([C:16]2[CH:17]=[N:18][C:19]([O:22][CH2:23][CH:24]3[CH2:29][CH2:28][NH:27][CH2:26][CH2:25]3)=[N:20][CH:21]=2)[CH:13]=[CH:14][CH:15]=1)(C(C)(C)C)(C)C.[CH2:31]1[CH2:35][O:34]CC1.[CH2:36]([N:38]=C=O)[CH3:37].CCCC[N+](CCCC)(CCCC)CCCC.[F-].C1COCC1. Product: [CH2:36]([NH:38][C:35]([CH2:31][N:27]1[CH2:26][CH2:25][CH:24]([CH2:23][O:22][C:19]2[N:18]=[CH:17][C:16]([C:12]3[CH:13]=[CH:14][CH:15]=[C:10]([CH2:9][OH:8])[C:11]=3[F:30])=[CH:21][N:20]=2)[CH2:29][CH2:28]1)=[O:34])[CH3:37]. The catalyst class is: 161. (2) Reactant: [Cl:1][C:2]1[S:6][C:5]([C:7]([O:9]C)=[O:8])=[CH:4][C:3]=1[C:11]1[N:15]([CH2:16][CH3:17])[N:14]=[CH:13][C:12]=1[Cl:18].[OH-].[K+]. Product: [Cl:1][C:2]1[S:6][C:5]([C:7]([OH:9])=[O:8])=[CH:4][C:3]=1[C:11]1[N:15]([CH2:16][CH3:17])[N:14]=[CH:13][C:12]=1[Cl:18]. The catalyst class is: 20. (3) Reactant: CCN(C(C)C)C(C)C.CC1C=CC(S(O)(=O)=O)=CC=1.[NH:21]1[CH2:25][CH2:24][CH2:23][C@H:22]1[C:26]#[N:27].[C:28]([O:32][C:33]([NH:35][C@H:36]([CH2:40][O:41][Si:42]([C:45]([CH3:48])([CH3:47])[CH3:46])([CH3:44])[CH3:43])[C:37](O)=[O:38])=[O:34])([CH3:31])([CH3:30])[CH3:29].CN(C(ON1N=NC2C=CC=NC1=2)=[N+](C)C)C.F[P-](F)(F)(F)(F)F. Product: [Si:42]([O:41][CH2:40][C@@H:36]([NH:35][C:33](=[O:34])[O:32][C:28]([CH3:31])([CH3:30])[CH3:29])[C:37]([N:21]1[CH2:25][CH2:24][CH2:23][C@H:22]1[C:26]#[N:27])=[O:38])([C:45]([CH3:48])([CH3:47])[CH3:46])([CH3:44])[CH3:43]. The catalyst class is: 59. (4) Reactant: [CH2:1]([O:8][CH2:9][C:10]([O:12]C)=O)[C:2]1[CH:7]=[CH:6][CH:5]=[CH:4][CH:3]=1.[CH3:14][C:15]([CH3:17])=[O:16].CC(C)([O-])C.[Na+]. Product: [CH2:1]([O:8][CH2:9][C:10](=[O:12])[CH2:14][C:15](=[O:16])[CH3:17])[C:2]1[CH:3]=[CH:4][CH:5]=[CH:6][CH:7]=1. The catalyst class is: 1. (5) Reactant: C(OC(=O)C[C:6]#[N:7])C.O.[NH2:10][NH2:11].[C:12]1([C:18]([S:20][CH2:21][C:22](O)=O)=S)[CH:17]=[CH:16][CH:15]=[CH:14][CH:13]=1.[OH-].[Na+].S(=O)(=O)(O)O. Product: [C:12]1([C:18]2[S:20][C:21]([CH2:22][C:6]#[N:7])=[N:11][N:10]=2)[CH:17]=[CH:16][CH:15]=[CH:14][CH:13]=1. The catalyst class is: 5. (6) Reactant: C([O:3][C:4](=[O:12])[C:5]([NH:7][NH:8][C:9](=[NH:11])[NH2:10])=O)C. Product: [NH2:10][C:9]1[NH:8][N:7]=[C:5]([C:4]([OH:3])=[O:12])[N:11]=1. The catalyst class is: 6. (7) Reactant: C(OC([NH:8][C:9]1[S:10][C:11]([S:14][CH2:15][CH2:16][C:17]([OH:19])=O)=[CH:12][N:13]=1)=O)(C)(C)C. Product: [NH2:8][C:9]1[S:10][C:11]2[S:14][CH2:15][CH2:16][C:17](=[O:19])[C:12]=2[N:13]=1. The catalyst class is: 250. (8) Reactant: [SH:1][CH2:2][CH2:3][C:4]([O:6][CH3:7])=[O:5].Cl[CH2:9][C:10]([C:12]1[CH:21]=[CH:20][C:15]2[NH:16][C:17](=[O:19])[NH:18][C:14]=2[CH:13]=1)=[O:11].C(=O)([O-])[O-].[K+].[K+]. Product: [O:11]=[C:10]([C:12]1[CH:21]=[CH:20][C:15]2[NH:16][C:17](=[O:19])[NH:18][C:14]=2[CH:13]=1)[CH2:9][S:1][CH2:2][CH2:3][C:4]([O:6][CH3:7])=[O:5]. The catalyst class is: 7. (9) Reactant: [NH2:1][CH:2]([CH2:12][C:13]1[CH:18]=[CH:17][C:16]([C:19]([CH3:22])([CH3:21])[CH3:20])=[CH:15][CH:14]=1)[CH:3]([C:5]1[CH:10]=[CH:9][CH:8]=[C:7]([Cl:11])[CH:6]=1)[OH:4].[F:23][C:24]1[C:33]2[C:28](=[CH:29][CH:30]=[CH:31][CH:32]=2)[C:27]([C:34](O)=[O:35])=[CH:26][CH:25]=1.Cl.C(N=C=NCCCN(C)C)C.O.ON1C2C=CC=CC=2N=N1. Product: [C:19]([C:16]1[CH:15]=[CH:14][C:13]([CH2:12][CH:2]([NH:1][C:34]([C:27]2[C:28]3[C:33](=[CH:32][CH:31]=[CH:30][CH:29]=3)[C:24]([F:23])=[CH:25][CH:26]=2)=[O:35])[CH:3]([C:5]2[CH:10]=[CH:9][CH:8]=[C:7]([Cl:11])[CH:6]=2)[OH:4])=[CH:18][CH:17]=1)([CH3:22])([CH3:21])[CH3:20]. The catalyst class is: 47. (10) Reactant: [N+:1]([C:4]1[CH:5]=[N:6][CH:7]=[CH:8][C:9]=1[NH:10][CH2:11][C:12]1([C:18]2[CH:23]=[CH:22][C:21]([O:24][CH2:25][CH2:26][CH2:27][N:28]3[CH2:32][CH2:31][CH2:30][CH2:29]3)=[CH:20][CH:19]=2)[CH2:17][CH2:16][O:15][CH2:14][CH2:13]1)([O-])=O. Product: [N:28]1([CH2:27][CH2:26][CH2:25][O:24][C:21]2[CH:22]=[CH:23][C:18]([C:12]3([CH2:11][NH:10][C:9]4[CH:8]=[CH:7][N:6]=[CH:5][C:4]=4[NH2:1])[CH2:17][CH2:16][O:15][CH2:14][CH2:13]3)=[CH:19][CH:20]=2)[CH2:32][CH2:31][CH2:30][CH2:29]1. The catalyst class is: 29.